Dataset: Peptide-MHC class II binding affinity with 134,281 pairs from IEDB. Task: Regression. Given a peptide amino acid sequence and an MHC pseudo amino acid sequence, predict their binding affinity value. This is MHC class II binding data. The MHC is DRB1_0901 with pseudo-sequence DRB1_0901. The peptide sequence is KLIGGIGGFVKVRQYDQILI. The binding affinity (normalized) is 0.537.